This data is from Full USPTO retrosynthesis dataset with 1.9M reactions from patents (1976-2016). The task is: Predict the reactants needed to synthesize the given product. (1) Given the product [ClH:18].[CH2:15]([NH:7][CH2:8][CH:9]1[CH2:14][CH2:13][O:12][CH2:11][CH2:10]1)[CH3:16], predict the reactants needed to synthesize it. The reactants are: C(OC(=O)[N:7]([CH2:15][CH3:16])[CH2:8][CH:9]1[CH2:14][CH2:13][O:12][CH2:11][CH2:10]1)(C)(C)C.[ClH:18]. (2) Given the product [CH2:1]([O:8][C:9]1[N:14]=[C:13]2[N:15]([C:16]3[CH:21]=[CH:20][CH:19]=[CH:18][C:17]=3[Cl:22])[C:31](=[O:32])[NH:23][C:12]2=[CH:11][CH:10]=1)[C:2]1[CH:7]=[CH:6][CH:5]=[CH:4][CH:3]=1, predict the reactants needed to synthesize it. The reactants are: [CH2:1]([O:8][C:9]1[N:14]=[C:13]([NH:15][C:16]2[CH:21]=[CH:20][CH:19]=[CH:18][C:17]=2[Cl:22])[C:12]([N+:23]([O-])=O)=[CH:11][CH:10]=1)[C:2]1[CH:7]=[CH:6][CH:5]=[CH:4][CH:3]=1.C1N=CN([C:31](N2C=NC=C2)=[O:32])C=1.